From a dataset of Forward reaction prediction with 1.9M reactions from USPTO patents (1976-2016). Predict the product of the given reaction. Given the reactants Cl[C:2]1[N:7]=[C:6]([Cl:8])[N:5]=[C:4]2[N:9]([CH:13]3[CH2:18][CH2:17][CH2:16][CH2:15][O:14]3)[N:10]=[C:11]([CH3:12])[C:3]=12.CC(C)([O-])C.[K+].[NH2:25][C:26]1[CH:35]=[CH:34][CH:33]=[CH:32][C:27]=1[C:28]([NH:30][CH3:31])=[O:29].O, predict the reaction product. The product is: [Cl:8][C:6]1[N:5]=[C:4]2[N:9]([CH:13]3[CH2:18][CH2:17][CH2:16][CH2:15][O:14]3)[N:10]=[C:11]([CH3:12])[C:3]2=[C:2]([NH:25][C:26]2[CH:35]=[CH:34][CH:33]=[CH:32][C:27]=2[C:28]([NH:30][CH3:31])=[O:29])[N:7]=1.